Dataset: Full USPTO retrosynthesis dataset with 1.9M reactions from patents (1976-2016). Task: Predict the reactants needed to synthesize the given product. (1) Given the product [Br:1][C:2]1[C:20]([CH3:21])=[C:19]([N+:22]([O-:24])=[O:23])[CH:18]=[C:17]([Br:25])[C:3]=1[O:4][C:5]1[CH:6]=[C:7]([CH:14]([CH3:16])[CH3:15])[C:8]([OH:13])=[C:9]([CH2:10][OH:11])[CH:12]=1, predict the reactants needed to synthesize it. The reactants are: [Br:1][C:2]1[C:20]([CH3:21])=[C:19]([N+:22]([O-:24])=[O:23])[CH:18]=[C:17]([Br:25])[C:3]=1[O:4][C:5]1[CH:6]=[C:7]([CH:14]([CH3:16])[CH3:15])[C:8]([OH:13])=[C:9]([CH:12]=1)[CH:10]=[O:11].[BH4-].[Na+]. (2) Given the product [C:19]([O:23][C:24](=[O:33])[NH:25][C:26]1[CH:27]=[CH:28][C:29]([CH:4]=[CH:3][CH2:2][CH2:1][N:5]2[CH:9]=[CH:8][N:7]=[N:6]2)=[CH:30][CH:31]=1)([CH3:22])([CH3:20])[CH3:21], predict the reactants needed to synthesize it. The reactants are: [CH2:1]([N:5]1[CH:9]=[CH:8][N:7]=[N:6]1)[CH2:2][C:3]#[CH:4].B1C2CCCC1CCC2.[C:19]([O:23][C:24](=[O:33])[NH:25][C:26]1[CH:31]=[CH:30][C:29](I)=[CH:28][CH:27]=1)([CH3:22])([CH3:21])[CH3:20].C(=O)([O-])[O-].[K+].[K+]. (3) Given the product [CH2:5]([O:4][CH:3]([O:7][CH2:8][CH3:9])[CH2:2][NH:18][C@@H:16]([C:10]1[CH:15]=[CH:14][CH:13]=[CH:12][CH:11]=1)[CH3:17])[CH3:6], predict the reactants needed to synthesize it. The reactants are: Br[CH2:2][CH:3]([O:7][CH2:8][CH3:9])[O:4][CH2:5][CH3:6].[C:10]1([C@H:16]([NH2:18])[CH3:17])[CH:15]=[CH:14][CH:13]=[CH:12][CH:11]=1. (4) Given the product [Cl:1][C:2]1[CH:3]=[CH:4][C:5]([C:6]([NH:8][CH:9]([CH2:13][C:14]2[C:23]3[C:18](=[CH:19][CH:20]=[CH:21][CH:22]=3)[NH:17][C:16](=[O:24])[CH:15]=2)[C:10]([S:11][CH2:37][CH:38]2[CH2:42][CH:41]=[CH:40][CH2:39]2)=[O:12])=[O:7])=[CH:25][CH:26]=1, predict the reactants needed to synthesize it. The reactants are: [Cl:1][C:2]1[CH:26]=[CH:25][C:5]([C:6]([NH:8][CH:9]([CH2:13][C:14]2[C:23]3[C:18](=[CH:19][CH:20]=[CH:21][CH:22]=3)[NH:17][C:16](=[O:24])[CH:15]=2)[C:10]([OH:12])=[S:11])=[O:7])=[CH:4][CH:3]=1.C1(C)C(S(O[CH2:37][CH:38]2[CH2:42][CH:41]=[CH:40][CH2:39]2)(=O)=O)=CC=CC=1. (5) Given the product [C:63]([O:62][C:60](=[O:61])[NH:59][C:57]([C:55]1[S:54][C:53]([S:67][CH3:68])=[C:52]([S:49]([C:45]2[CH:44]=[C:43]([C:37]3[C:38]([CH3:42])=[CH:39][CH:40]=[CH:41][C:36]=3[NH:35][C:34](=[O:69])[CH2:33][CH2:32][CH2:31][CH2:30][CH2:29][CH2:28][CH2:27][CH2:26][CH2:25][CH2:24][NH2:23])[CH:48]=[CH:47][CH:46]=2)(=[O:51])=[O:50])[CH:56]=1)=[NH:58])([CH3:66])([CH3:65])[CH3:64], predict the reactants needed to synthesize it. The reactants are: N1CCCCC1.C1C2C(COC(=O)[NH:23][CH2:24][CH2:25][CH2:26][CH2:27][CH2:28][CH2:29][CH2:30][CH2:31][CH2:32][CH2:33][C:34](=[O:69])[NH:35][C:36]3[CH:41]=[CH:40][CH:39]=[C:38]([CH3:42])[C:37]=3[C:43]3[CH:48]=[CH:47][CH:46]=[C:45]([S:49]([C:52]4[CH:56]=[C:55]([C:57]([NH:59][C:60]([O:62][C:63]([CH3:66])([CH3:65])[CH3:64])=[O:61])=[NH:58])[S:54][C:53]=4[S:67][CH3:68])(=[O:51])=[O:50])[CH:44]=3)C3C(=CC=CC=3)C=2C=CC=1. (6) Given the product [OH:8][CH2:9][CH2:10][O:11][C:12]1[CH:13]=[CH:14][C:15]([C:28]2[NH:37][C:36](=[O:38])[C:35]3[C:30](=[CH:31][CH:32]=[CH:33][C:34]=3[O:39][CH3:40])[N:29]=2)=[N:16][C:17]=1[C:18]1[CH:19]=[CH:20][C:21]([S:24]([CH3:27])(=[O:26])=[O:25])=[CH:22][CH:23]=1, predict the reactants needed to synthesize it. The reactants are: [Si]([O:8][CH2:9][CH2:10][O:11][C:12]1[CH:13]=[CH:14][C:15]([C:28]2[NH:37][C:36](=[O:38])[C:35]3[C:30](=[CH:31][CH:32]=[CH:33][C:34]=3[O:39][CH3:40])[N:29]=2)=[N:16][C:17]=1[C:18]1[CH:23]=[CH:22][C:21]([S:24]([CH3:27])(=[O:26])=[O:25])=[CH:20][CH:19]=1)(C(C)(C)C)(C)C.[F-].C([N+](CCCC)(CCCC)CCCC)CCC. (7) Given the product [Br:1][C:2]1[CH:13]=[CH:12][C:5]([O:6][C:7]([CH3:10])([CH3:11])[CH2:8][O:9][Si:28]([C:31]([CH3:34])([CH3:33])[CH3:32])([CH3:30])[CH3:29])=[CH:4][CH:3]=1, predict the reactants needed to synthesize it. The reactants are: [Br:1][C:2]1[CH:13]=[CH:12][C:5]([O:6][C:7]([CH3:11])([CH3:10])[CH2:8][OH:9])=[CH:4][CH:3]=1.N1C(C)=CC=CC=1C.FC(F)(F)S(O[Si:28]([C:31]([CH3:34])([CH3:33])[CH3:32])([CH3:30])[CH3:29])(=O)=O. (8) Given the product [N:4]1[CH:5]=[CH:6][CH:7]=[C:2]([C:10]#[C:9][CH2:8][OH:11])[CH:3]=1, predict the reactants needed to synthesize it. The reactants are: Br[C:2]1[CH:3]=[N:4][CH:5]=[CH:6][CH:7]=1.[CH2:8]([OH:11])[C:9]#[CH:10].C(N(C(C)C)CC)(C)C.C(P(C(C)(C)C)C(C)(C)C)(C)(C)C. (9) Given the product [C:1]([O:5][C@@H:6]([C:11]1[C:12]([CH3:34])=[N:13][C:14]2[N:15]([N:24]=[C:25]([C:27]3[CH:32]=[CH:31][CH:30]=[C:29]([Cl:33])[CH:28]=3)[CH:26]=2)[C:16]=1[C:17]1[CH:18]=[CH:19][C:20]([CH3:23])=[CH:21][CH:22]=1)[C:7]([OH:9])=[O:8])([CH3:4])([CH3:3])[CH3:2], predict the reactants needed to synthesize it. The reactants are: [C:1]([O:5][C@@H:6]([C:11]1[C:12]([CH3:34])=[N:13][C:14]2[N:15]([N:24]=[C:25]([C:27]3[CH:32]=[CH:31][CH:30]=[C:29]([Cl:33])[CH:28]=3)[CH:26]=2)[C:16]=1[C:17]1[CH:22]=[CH:21][C:20]([CH3:23])=[CH:19][CH:18]=1)[C:7]([O:9]C)=[O:8])([CH3:4])([CH3:3])[CH3:2].[OH-].[Na+].Cl. (10) Given the product [Br:1][C:2]1[CH:11]=[C:10]2[C:5]([C:6]([Cl:25])=[N:7][C:8]([CH2:12][Cl:13])=[N:9]2)=[CH:4][CH:3]=1, predict the reactants needed to synthesize it. The reactants are: [Br:1][C:2]1[CH:11]=[C:10]2[C:5]([C:6](=O)[NH:7][C:8]([CH2:12][Cl:13])=[N:9]2)=[CH:4][CH:3]=1.N1C(C)=CC=CC=1C.P(Cl)(Cl)([Cl:25])=O.